From a dataset of Full USPTO retrosynthesis dataset with 1.9M reactions from patents (1976-2016). Predict the reactants needed to synthesize the given product. (1) Given the product [CH3:13][C:4]1[S:3][C:2]([N:17]2[CH2:16][CH2:15][N:14]([C:20]([O:22][C:23]([CH3:26])([CH3:25])[CH3:24])=[O:21])[CH2:19][CH2:18]2)=[N:6][C:5]=1[C:7]1[CH:12]=[CH:11][CH:10]=[CH:9][CH:8]=1, predict the reactants needed to synthesize it. The reactants are: Br[C:2]1[S:3][C:4]([CH3:13])=[C:5]([C:7]2[CH:12]=[CH:11][CH:10]=[CH:9][CH:8]=2)[N:6]=1.[N:14]1([C:20]([O:22][C:23]([CH3:26])([CH3:25])[CH3:24])=[O:21])[CH2:19][CH2:18][NH:17][CH2:16][CH2:15]1.C(=O)([O-])[O-].[K+].[K+].O. (2) Given the product [CH:31]([NH:32][C:4]([C:6]1[N:7]=[N:8][C:9]([O:12][CH2:13][C:14]2[C:15]([C:20]3[CH:21]=[CH:22][N:23]=[CH:24][CH:25]=3)=[N:16][O:17][C:18]=2[CH3:19])=[CH:10][CH:11]=1)=[O:5])([CH3:36])[CH3:29], predict the reactants needed to synthesize it. The reactants are: C(O[C:4]([C:6]1[N:7]=[N:8][C:9]([O:12][CH2:13][C:14]2[C:15]([C:20]3[CH:25]=[CH:24][N:23]=[CH:22][CH:21]=3)=[N:16][O:17][C:18]=2[CH3:19])=[CH:10][CH:11]=1)=[O:5])C.C(O[C:29]([C:31]1[N:32]=NC(OC[C:36]2[C:31]([C:29]3C=CC=C(F)C=3)=[N:32]OC=2C)=C[CH:36]=1)=O)C.C(N)(C)C. (3) Given the product [F:1][C:2]1[CH:7]=[CH:6][CH:5]=[CH:4][C:3]=1[CH:8]([OH:33])[CH2:9][CH2:10][CH2:11][CH2:12][CH2:13][CH2:14][N:15]1[CH2:20][CH2:19][CH:18]([C:21]2[CH:22]=[C:23]([NH:27][C:28](=[O:32])[CH:29]([CH3:30])[CH3:31])[CH:24]=[CH:25][CH:26]=2)[CH2:17][CH2:16]1, predict the reactants needed to synthesize it. The reactants are: [F:1][C:2]1[CH:7]=[CH:6][CH:5]=[CH:4][C:3]=1[C:8](=[O:33])[CH2:9][CH2:10][CH2:11][CH2:12][CH2:13][CH2:14][N:15]1[CH2:20][CH2:19][CH:18]([C:21]2[CH:22]=[C:23]([NH:27][C:28](=[O:32])[CH:29]([CH3:31])[CH3:30])[CH:24]=[CH:25][CH:26]=2)[CH2:17][CH2:16]1.CO.[BH4-].[Na+]. (4) Given the product [ClH:16].[NH2:1][CH2:4][C:5]1[CH:14]=[CH:13][C:8]([C:9]([O:11][CH3:12])=[O:10])=[C:7]([OH:15])[CH:6]=1, predict the reactants needed to synthesize it. The reactants are: [N:1]([CH2:4][C:5]1[CH:14]=[CH:13][C:8]([C:9]([O:11][CH3:12])=[O:10])=[C:7]([OH:15])[CH:6]=1)=[N+]=[N-].[ClH:16].[H][H]. (5) Given the product [OH:1][C@@H:2]([C@H:4]1[C:24](=[O:25])[N:6]2[C:7]([C:21]([O:23][CH2:28][CH2:29][CH2:30][CH2:31][CH2:32][CH3:33])=[O:22])=[C:8]([S:11]/[CH:12]=[CH:13]\[C:14]3[S:18][CH:17]=[N:16][C:15]=3[CH2:19][OH:20])[C@H:9]([CH3:10])[C@H:5]12)[CH3:3], predict the reactants needed to synthesize it. The reactants are: [OH:1][C@@H:2]([C@H:4]1[C:24](=[O:25])[N:6]2[C:7]([C:21]([O-:23])=[O:22])=[C:8]([S:11]/[CH:12]=[CH:13]\[C:14]3[S:18][CH:17]=[N:16][C:15]=3[CH2:19][OH:20])[C@H:9]([CH3:10])[C@H:5]12)[CH3:3].[Na+].I[CH2:28][CH2:29][CH2:30][CH2:31][CH2:32][CH3:33]. (6) Given the product [F:1][CH:2]([F:6])[C:3]1[S:5][CH:8]=[C:9]([C:10]([O:12][CH2:13][CH3:14])=[O:11])[N:4]=1, predict the reactants needed to synthesize it. The reactants are: [F:1][CH:2]([F:6])[C:3](=[S:5])[NH2:4].Br[CH2:8][C:9](=O)[C:10]([O:12][CH2:13][CH3:14])=[O:11].